Dataset: Forward reaction prediction with 1.9M reactions from USPTO patents (1976-2016). Task: Predict the product of the given reaction. (1) Given the reactants N[C:2]([NH2:4])=[O:3].[CH2:5]([N:12]1[CH2:17][CH2:16][C:15]([CH2:22]C(O)=O)([CH2:18][C:19](O)=[O:20])[CH2:14][CH2:13]1)[C:6]1[CH:11]=[CH:10][CH:9]=[CH:8][CH:7]=1, predict the reaction product. The product is: [CH2:5]([N:12]1[CH2:13][CH2:14][C:15]2([CH2:22][C:2](=[O:3])[NH:4][C:19](=[O:20])[CH2:18]2)[CH2:16][CH2:17]1)[C:6]1[CH:11]=[CH:10][CH:9]=[CH:8][CH:7]=1. (2) Given the reactants [Br:1][C:2]1[CH:7]=[CH:6][C:5]([C:8]([CH3:12])([CH3:11])[C:9]#[N:10])=[CH:4][CH:3]=1.Cl.[NH2:14]O.C([O-])([O-])=O.[K+].[K+].[C:22]([O:25]C(=O)C)(=O)[CH3:23], predict the reaction product. The product is: [Br:1][C:2]1[CH:3]=[CH:4][C:5]([C:8]([C:9]2[N:14]=[C:22]([CH3:23])[O:25][N:10]=2)([CH3:12])[CH3:11])=[CH:6][CH:7]=1.